This data is from Full USPTO retrosynthesis dataset with 1.9M reactions from patents (1976-2016). The task is: Predict the reactants needed to synthesize the given product. (1) The reactants are: [Br:1][C:2]1[CH:9]=[C:8]([Cl:10])[CH:7]=[CH:6][C:3]=1[CH:4]=O.[CH3:11][O:12][C:13]([CH:15]=P(C1C=CC=CC=1)(C1C=CC=CC=1)C1C=CC=CC=1)=[O:14]. Given the product [CH3:11][O:12][C:13](=[O:14])/[CH:15]=[CH:4]/[C:3]1[CH:6]=[CH:7][C:8]([Cl:10])=[CH:9][C:2]=1[Br:1], predict the reactants needed to synthesize it. (2) Given the product [Br-:23].[OH:10][C:9]([C:17]1[CH:22]=[CH:21][CH:20]=[CH:19][CH:18]=1)([C:11]1[CH:12]=[CH:13][CH:14]=[CH:15][CH:16]=1)[C:4]12[CH2:5][CH2:6][N+:1]([CH2:24][CH2:25][OH:26])([CH2:2][CH2:3]1)[CH2:8][CH2:7]2, predict the reactants needed to synthesize it. The reactants are: [N:1]12[CH2:8][CH2:7][C:4]([C:9]([C:17]3[CH:22]=[CH:21][CH:20]=[CH:19][CH:18]=3)([C:11]3[CH:16]=[CH:15][CH:14]=[CH:13][CH:12]=3)[OH:10])([CH2:5][CH2:6]1)[CH2:3][CH2:2]2.[Br:23][CH2:24][CH2:25][OH:26]. (3) Given the product [Cl:1][C:2]1[CH:3]=[N:4][CH:5]=[C:6]([CH:11]=1)[C:7]([NH:9]/[N:10]=[C:19](/[C:17]1[CH:18]=[C:13]([Cl:12])[CH:14]=[CH:15][C:16]=1[OH:22])\[CH3:20])=[O:8], predict the reactants needed to synthesize it. The reactants are: [Cl:1][C:2]1[CH:3]=[N:4][CH:5]=[C:6]([CH:11]=1)[C:7]([NH:9][NH2:10])=[O:8].[Cl:12][C:13]1[CH:14]=[CH:15][C:16]([OH:22])=[C:17]([C:19](=O)[CH3:20])[CH:18]=1. (4) Given the product [N:1]1([C:6]2[S:7][CH:8]=[CH:9][C:10]=2[NH:11][C:21](=[O:22])[CH2:20][C:17]2[CH:18]=[CH:19][C:14]([O:13][CH3:12])=[CH:15][CH:16]=2)[CH:5]=[CH:4][CH:3]=[N:2]1, predict the reactants needed to synthesize it. The reactants are: [N:1]1([C:6]2[S:7][CH:8]=[CH:9][C:10]=2[NH2:11])[CH:5]=[CH:4][CH:3]=[N:2]1.[CH3:12][O:13][C:14]1[CH:19]=[CH:18][C:17]([CH2:20][C:21](O)=[O:22])=[CH:16][CH:15]=1. (5) Given the product [C:1]1([C:11]2[CH:12]=[CH:13][CH:14]=[CH:15][CH:16]=2)[CH:2]=[CH:3][C:4]([C:7](=[O:10])[CH2:8][CH3:9])=[CH:5][CH:6]=1, predict the reactants needed to synthesize it. The reactants are: [C:1]1([C:11]2[CH:16]=[CH:15][CH:14]=[CH:13][CH:12]=2)[CH:6]=[CH:5][C:4]([CH:7]([OH:10])[CH2:8][CH3:9])=[CH:3][CH:2]=1. (6) Given the product [F:8][C:7]1[C:2]([F:1])=[CH:3][C:4]([NH2:21])=[C:5]([N:9]2[CH2:10][CH2:11][N:12]([CH2:15][CH2:16][C:17]([F:19])([F:20])[F:18])[CH2:13][CH2:14]2)[CH:6]=1, predict the reactants needed to synthesize it. The reactants are: [F:1][C:2]1[C:7]([F:8])=[CH:6][C:5]([N:9]2[CH2:14][CH2:13][N:12]([CH2:15][CH2:16][C:17]([F:20])([F:19])[F:18])[CH2:11][CH2:10]2)=[C:4]([N+:21]([O-])=O)[CH:3]=1.Cl[Sn]Cl.